From a dataset of Full USPTO retrosynthesis dataset with 1.9M reactions from patents (1976-2016). Predict the reactants needed to synthesize the given product. (1) Given the product [OH:40][C:19]1[C:20]([C:24]2[CH:29]=[CH:28][C:27]([C:30]3[CH:31]=[CH:32][C:33]([C:36]([NH:38][CH3:39])=[O:37])=[N:34][CH:35]=3)=[CH:26][CH:25]=2)=[N:21][N:22]([CH3:23])[C:18]=1[C:16]1[NH:50][C:10]2=[CH:9][C:8]3[CH2:7][NH:6][CH2:14][C:13]=3[CH:12]=[C:11]2[N:15]=1, predict the reactants needed to synthesize it. The reactants are: COC1C=C(OC)C=CC=1C[N:6]1[CH2:14][C:13]2[C:8](=[CH:9][C:10]([NH:50]CC3C=CC(OC)=CC=3OC)=[C:11]([NH:15][C:16]([C:18]3[N:22]([CH3:23])[N:21]=[C:20]([C:24]4[CH:29]=[CH:28][C:27]([C:30]5[CH:31]=[CH:32][C:33]([C:36]([NH:38][CH3:39])=[O:37])=[N:34][CH:35]=5)=[CH:26][CH:25]=4)[C:19]=3[O:40]CC3C=CC(OC)=CC=3)=O)[CH:12]=2)[CH2:7]1. (2) Given the product [ClH:42].[CH2:1]([N:3]1[N:7]=[N:6][C:5]([CH2:8][N:9]2[C:14]3[CH:15]=[C:16]([C:18]4[CH:23]=[CH:22][C:21]([F:24])=[CH:20][C:19]=4[O:25][CH3:26])[S:17][C:13]=3[C:12](=[O:27])[N:11]([CH:28]3[CH2:33][CH2:32][NH:31][CH2:30][CH2:29]3)[C:10]2=[O:41])=[N:4]1)[CH3:2], predict the reactants needed to synthesize it. The reactants are: [CH2:1]([N:3]1[N:7]=[N:6][C:5]([CH2:8][N:9]2[C:14]3[CH:15]=[C:16]([C:18]4[CH:23]=[CH:22][C:21]([F:24])=[CH:20][C:19]=4[O:25][CH3:26])[S:17][C:13]=3[C:12](=[O:27])[N:11]([CH:28]3[CH2:33][CH2:32][N:31](C(OC(C)(C)C)=O)[CH2:30][CH2:29]3)[C:10]2=[O:41])=[N:4]1)[CH3:2].[ClH:42]. (3) Given the product [OH:21][CH:20]([C:8]1[N:9]([C:13]2[CH:18]=[CH:17][CH:16]=[CH:15][C:14]=2[CH3:19])[C:10](=[O:12])[C:11]2[C:6]([CH:7]=1)=[CH:5][CH:4]=[CH:3][C:2]=2[CH3:1])[CH3:23], predict the reactants needed to synthesize it. The reactants are: [CH3:1][C:2]1[CH:3]=[CH:4][CH:5]=[C:6]2[C:11]=1[C:10](=[O:12])[N:9]([C:13]1[CH:18]=[CH:17][CH:16]=[CH:15][C:14]=1[CH3:19])[C:8]([CH:20]=[O:21])=[CH:7]2.O.[CH2:23]1COCC1. (4) The reactants are: [N+:1]([CH3:4])([O-:3])=[O:2].[O:5]1[CH2:9][CH2:8][CH2:7][CH:6]1[CH:10]=[O:11].CCN(C(C)C)C(C)C. Given the product [N+:1]([CH2:4][CH:10]([CH:6]1[CH2:7][CH2:8][CH2:9][O:5]1)[OH:11])([O-:3])=[O:2], predict the reactants needed to synthesize it.